This data is from Catalyst prediction with 721,799 reactions and 888 catalyst types from USPTO. The task is: Predict which catalyst facilitates the given reaction. (1) Reactant: [Cl:1][C:2]1[CH:3]=[CH:4][C:5]2[O:10][CH:9]([C:11](O)=[O:12])[O:8][C:7]([CH:20]3[CH2:25][CH2:24][CH2:23][CH2:22][CH2:21]3)([CH:14]3[CH2:19][CH2:18][CH2:17][CH2:16][CH2:15]3)[C:6]=2[CH:26]=1.C(N1C=CN=C1)([N:29]1C=CN=C1)=O.[NH4+].[OH-]. Product: [Cl:1][C:2]1[CH:3]=[CH:4][C:5]2[O:10][CH:9]([C:11]([NH2:29])=[O:12])[O:8][C:7]([CH:20]3[CH2:25][CH2:24][CH2:23][CH2:22][CH2:21]3)([CH:14]3[CH2:19][CH2:18][CH2:17][CH2:16][CH2:15]3)[C:6]=2[CH:26]=1. The catalyst class is: 1. (2) Product: [CH:21]([C@@H:24]1[CH2:28][C@@H:27]([C@@H:29]([N:1]=[N+:2]=[N-:3])[CH2:30][C@H:31]([C:35]([N:37]2[C@@H:41]([CH2:42][C:43]3[CH:48]=[CH:47][CH:46]=[CH:45][CH:44]=3)[CH2:40][O:39][C:38]2=[O:49])=[O:36])[CH:32]([CH3:34])[CH3:33])[O:26][C:25]1=[O:51])([CH3:22])[CH3:23]. The catalyst class is: 11. Reactant: [N-:1]=[N+:2]=[N-:3].C([N+](CCCC)(CCCC)CCCC)CCC.[CH:21]([C@@H:24]1[CH2:28][C@@H:27]([C@H:29](Br)[CH2:30][C@H:31]([C:35]([N:37]2[C@@H:41]([CH2:42][C:43]3[CH:48]=[CH:47][CH:46]=[CH:45][CH:44]=3)[CH2:40][O:39][C:38]2=[O:49])=[O:36])[CH:32]([CH3:34])[CH3:33])[O:26][C:25]1=[O:51])([CH3:23])[CH3:22].[N-]=[N+]=[N-]. (3) Reactant: [Si]([O:8][CH2:9][C@@H:10]([N:13]([CH2:21][C:22]([N:24]([O:26][CH3:27])[CH3:25])=[O:23])[C:14](=[O:20])[O:15][C:16]([CH3:19])([CH3:18])[CH3:17])[CH:11]=[CH2:12])(C(C)(C)C)(C)C.CCCC[N+](CCCC)(CCCC)CCCC.[F-]. Product: [OH:8][CH2:9][C@@H:10]([N:13]([CH2:21][C:22]([N:24]([O:26][CH3:27])[CH3:25])=[O:23])[C:14](=[O:20])[O:15][C:16]([CH3:17])([CH3:18])[CH3:19])[CH:11]=[CH2:12]. The catalyst class is: 1. (4) The catalyst class is: 15. Reactant: [CH3:1][S:2]([OH:5])(=O)=[O:3].[Cl:6][C:7]1[S:11][C:10]([C:12]([NH:14][C:15]2[N:16]=[C:17](SC)[S:18][C:19]=2[C:20]([NH:22][C:23]2[CH:28]=[CH:27][C:26]([N:29]3[CH2:33][CH2:32][O:31][C:30]3=[NH:34])=[CH:25][CH:24]=2)=[O:21])=[O:13])=[CH:9][CH:8]=1.OO.C1COCC1. Product: [Cl:6][C:7]1[S:11][C:10]([C:12]([NH:14][C:15]2[N:16]=[C:17]([S:2]([CH3:1])(=[O:5])=[O:3])[S:18][C:19]=2[C:20]([NH:22][C:23]2[CH:24]=[CH:25][C:26]([N:29]3[CH2:33][CH2:32][O:31][C:30]3=[NH:34])=[CH:27][CH:28]=2)=[O:21])=[O:13])=[CH:9][CH:8]=1. (5) Reactant: [C:1]([O:4][CH2:5][C:6]([NH:28][C:29](=[O:31])[CH3:30])([CH2:23][O:24][C:25](=[O:27])[CH3:26])[CH2:7][CH2:8][C:9]1[CH:14]=[CH:13][C:12](B2OCC(C)(C)CO2)=[CH:11][CH:10]=1)(=[O:3])[CH3:2].C([O:39][C:40]1[CH:45]=[CH:44][C:43](Br)=[C:42]([F:47])[CH:41]=1)C1C=CC=CC=1.C(=O)([O-])O.[Na+].O. Product: [C:25]([O:24][CH2:23][C:6]([NH:28][C:29](=[O:31])[CH3:30])([CH2:5][O:4][C:1](=[O:3])[CH3:2])[CH2:7][CH2:8][C:9]1[CH:10]=[CH:11][C:12]([C:43]2[CH:44]=[CH:45][C:40]([OH:39])=[CH:41][C:42]=2[F:47])=[CH:13][CH:14]=1)(=[O:27])[CH3:26]. The catalyst class is: 57.